From a dataset of Reaction yield outcomes from USPTO patents with 853,638 reactions. Predict the reaction yield, written as a fraction of the theoretical maximum amount of product (1.0 means a 100% yield; for example, 0.34 means a 34% yield). (1) The reactants are [CH3:1][C:2]1[N:3]=[C:4]([C:7]2([N:13]([C:17]3[CH:22]=[CH:21][CH:20]=[CH:19][CH:18]=3)[C:14](=[O:16])[CH3:15])[CH2:12][CH2:11][NH:10][CH2:9][CH2:8]2)[S:5][CH:6]=1.[C:23](Cl)(=[O:30])[C:24]1[CH:29]=[CH:28][CH:27]=[CH:26][CH:25]=1.C(OCC)(=O)C. The catalyst is C(Cl)(Cl)Cl.N1C=CC=CC=1. The product is [C:23]([N:10]1[CH2:11][CH2:12][C:7]([N:13]([C:17]2[CH:18]=[CH:19][CH:20]=[CH:21][CH:22]=2)[C:14](=[O:16])[CH3:15])([C:4]2[S:5][CH:6]=[C:2]([CH3:1])[N:3]=2)[CH2:8][CH2:9]1)(=[O:30])[C:24]1[CH:29]=[CH:28][CH:27]=[CH:26][CH:25]=1. The yield is 0.490. (2) The reactants are [C:1]([C:3]1[CH:8]=[CH:7][C:6]([C:9]2[N:10]=[C:11]([NH:14][C:15]([CH3:23])([CH3:22])/[CH:16]=[CH:17]/[C:18]([O:20][CH3:21])=[O:19])[S:12][CH:13]=2)=[CH:5][CH:4]=1)#[N:2].[H][H]. The catalyst is C(OCC)(=O)C.[Pd]. The product is [C:1]([C:3]1[CH:4]=[CH:5][C:6]([C:9]2[N:10]=[C:11]([NH:14][C:15]([CH3:23])([CH3:22])[CH2:16][CH2:17][C:18]([O:20][CH3:21])=[O:19])[S:12][CH:13]=2)=[CH:7][CH:8]=1)#[N:2]. The yield is 0.950. (3) The reactants are C[O:2][C:3](=[O:26])[C@@H:4]([N:9]1[CH2:13][C:12]([O:14][C:15]2[CH:20]=[CH:19][CH:18]=[C:17]([C:21]([F:24])([F:23])[F:22])[CH:16]=2)=[CH:11][C:10]1=[O:25])[CH2:5][CH:6]([CH3:8])[CH3:7].O.[OH-].[Li+]. The catalyst is O1CCCC1.O. The product is [CH3:7][CH:6]([CH3:8])[CH2:5][C@H:4]([N:9]1[CH2:13][C:12]([O:14][C:15]2[CH:20]=[CH:19][CH:18]=[C:17]([C:21]([F:24])([F:22])[F:23])[CH:16]=2)=[CH:11][C:10]1=[O:25])[C:3]([OH:26])=[O:2]. The yield is 0.860. (4) The reactants are Br[C:2]1[CH:3]=[C:4]2[C:9](=[CH:10][CH:11]=1)[N:8]=[CH:7][C:6]([C:12]([CH:14]1[CH2:16][CH2:15]1)=[O:13])=[C:5]2[N:17]1[CH2:22][CH2:21][CH:20]([CH:23]([N:25]([CH3:27])[CH3:26])[CH3:24])[CH2:19][CH2:18]1.[Cl:28][C:29]1[CH:34]=[C:33](B2OC(C)(C)C(C)(C)O2)[CH:32]=[C:31]([F:44])[C:30]=1[OH:45]. No catalyst specified. The product is [Cl:28][C:29]1[CH:34]=[C:33]([C:2]2[CH:3]=[C:4]3[C:9](=[CH:10][CH:11]=2)[N:8]=[CH:7][C:6]([C:12]([CH:14]2[CH2:15][CH2:16]2)=[O:13])=[C:5]3[N:17]2[CH2:22][CH2:21][CH:20]([CH:23]([N:25]([CH3:27])[CH3:26])[CH3:24])[CH2:19][CH2:18]2)[CH:32]=[C:31]([F:44])[C:30]=1[OH:45]. The yield is 0.600. (5) The reactants are O.[C:2]([OH:6])(=[O:5])[CH:3]=[O:4].[C:7](=[O:17])([O:9][CH2:10][C:11]1[CH:16]=[CH:15][CH:14]=[CH:13][CH:12]=1)[NH2:8]. The catalyst is CCOCC. The product is [CH2:10]([O:9][C:7]([NH:8][CH:3]([OH:4])[C:2]([OH:6])=[O:5])=[O:17])[C:11]1[CH:16]=[CH:15][CH:14]=[CH:13][CH:12]=1. The yield is 0.470. (6) The product is [ClH:1].[CH3:12][C:8]1[CH:9]=[CH:10][C:11]2[C:2]([NH:26][C:23]3[CH:24]=[CH:25][C:19]4[S:18][C:17]([CH3:16])=[N:21][C:20]=4[CH:22]=3)=[N:3][CH:4]=[CH:5][C:6]=2[C:7]=1[NH2:13]. The yield is 0.910. The catalyst is C(O)(C)C. The reactants are [Cl:1][C:2]1[C:11]2[C:6](=[C:7]([N+:13]([O-])=O)[C:8]([CH3:12])=[CH:9][CH:10]=2)[CH:5]=[CH:4][N:3]=1.[CH3:16][C:17]1[S:18][C:19]2[CH:25]=[CH:24][C:23]([NH2:26])=[CH:22][C:20]=2[N:21]=1.C(O)(C(F)(F)F)=O. (7) The reactants are [CH3:1][C:2]1[CH:3]=[C:4]([NH:18][C:19]2[N:24]=[C:23]([C:25]([F:28])([F:27])[F:26])[CH:22]=[CH:21][N:20]=2)[CH:5]=[C:6]([C:8]2[S:12][C:11]([C:13]3[CH:14]=[N:15][NH:16][CH:17]=3)=[N:10][CH:9]=2)[CH:7]=1.[H-].[Na+].Br[CH2:32][CH2:33][OH:34]. The catalyst is CN(C=O)C. The product is [CH3:1][C:2]1[CH:7]=[C:6]([C:8]2[S:12][C:11]([C:13]3[CH:17]=[N:16][N:15]([CH2:32][CH2:33][OH:34])[CH:14]=3)=[N:10][CH:9]=2)[CH:5]=[C:4]([NH:18][C:19]2[N:24]=[C:23]([C:25]([F:28])([F:26])[F:27])[CH:22]=[CH:21][N:20]=2)[CH:3]=1. The yield is 0.0600. (8) The reactants are [CH2:1]([O:3][C:4]([C:6]1[NH:7][C:8]2[C:13]([CH:14]=1)=[CH:12][C:11]([CH:15]=[CH:16][C:17]([O:19][C:20]([CH3:23])([CH3:22])[CH3:21])=[O:18])=[CH:10][CH:9]=2)=[O:5])[CH3:2]. The catalyst is C(OCC)(=O)C.CO.[Pd]. The product is [CH2:1]([O:3][C:4]([C:6]1[NH:7][C:8]2[C:13]([CH:14]=1)=[CH:12][C:11]([CH2:15][CH2:16][C:17]([O:19][C:20]([CH3:21])([CH3:23])[CH3:22])=[O:18])=[CH:10][CH:9]=2)=[O:5])[CH3:2]. The yield is 0.990. (9) The catalyst is C1COCC1. The yield is 0.730. The product is [OH:15][C:13]1[C:12]2[C:7](=[CH:8][CH:9]=[N:10][CH:11]=2)[NH:6][C:4](=[O:5])[C:3]=1[CH:2]([CH3:1])[CH3:18]. The reactants are [CH3:1][CH:2]([CH3:18])[CH2:3][C:4]([NH:6][C:7]1[C:12]([C:13]([O:15]CC)=O)=[CH:11][N:10]=[CH:9][CH:8]=1)=[O:5].C[Si]([N-][Si](C)(C)C)(C)C.[K+].